Dataset: hERG potassium channel inhibition data for cardiac toxicity prediction from Karim et al.. Task: Regression/Classification. Given a drug SMILES string, predict its toxicity properties. Task type varies by dataset: regression for continuous values (e.g., LD50, hERG inhibition percentage) or binary classification for toxic/non-toxic outcomes (e.g., AMES mutagenicity, cardiotoxicity, hepatotoxicity). Dataset: herg_karim. (1) The compound is C[C@@H]1CCCN1CCc1cc2cc(-c3cn[nH]c3)ccc2o1. The result is 1 (blocker). (2) The molecule is CCOC(=O)Nc1ccccc1[C@@H](c1ccc(C(=O)N(CC)CC)cc1)N1CCN(Cc2cscn2)CC1. The result is 1 (blocker). (3) The compound is COc1ccc(-c2nnc(C(=O)N3CCC(Oc4ccc(CN5CCCC5)cn4)CC3)o2)cc1. The result is 0 (non-blocker). (4) The drug is COc1cc(Nc2ncc(F)c(Nc3ccc4c(n3)N(COP(=O)(O)O)C(=O)C(C)(C)O4)n2)cc(OC)c1OC. The result is 1 (blocker).